Predict the product of the given reaction. From a dataset of Forward reaction prediction with 1.9M reactions from USPTO patents (1976-2016). (1) Given the reactants [NH:1]1[CH2:6][CH2:5][NH:4][CH2:3][CH2:2]1.Cl[C:8]1[CH:13]=[CH:12][C:11]([Br:14])=[CH:10][N:9]=1.O, predict the reaction product. The product is: [Br:14][C:11]1[CH:12]=[CH:13][C:8]([N:1]2[CH2:6][CH2:5][NH:4][CH2:3][CH2:2]2)=[N:9][CH:10]=1. (2) Given the reactants C1(C[N:8]2[CH2:13][CH2:12][CH:11]([C:14]3[CH:19]=[CH:18][C:17]([NH:20][C:21]([C:23]4[C:24]([C:29]5[CH:34]=[CH:33][C:32]([C:35]([F:38])([F:37])[F:36])=[CH:31][CH:30]=5)=[CH:25][CH:26]=[CH:27][CH:28]=4)=[O:22])=[CH:16][CH:15]=3)[CH2:10][CH2:9]2)C=CC=CC=1.[H][H].C[OH:42], predict the reaction product. The product is: [C:21]([OH:42])(=[O:22])[CH3:23].[NH:8]1[CH2:13][CH2:12][CH:11]([C:14]2[CH:19]=[CH:18][C:17]([NH:20][C:21]([C:23]3[C:24]([C:29]4[CH:30]=[CH:31][C:32]([C:35]([F:36])([F:37])[F:38])=[CH:33][CH:34]=4)=[CH:25][CH:26]=[CH:27][CH:28]=3)=[O:22])=[CH:16][CH:15]=2)[CH2:10][CH2:9]1. (3) Given the reactants Cl.[NH2:2][CH2:3][C:4]1[CH:9]=[CH:8][C:7]([S:10]([NH2:13])(=[O:12])=[O:11])=[CH:6][CH:5]=1.C(=O)([O-])[O-].[C:18](/[CH:20]=[CH:21]/[S:22]([C:25]1[CH:30]=[CH:29][C:28]([C:31]([CH3:36])([CH3:35])[C:32](O)=[O:33])=[CH:27][CH:26]=1)(=[O:24])=[O:23])#[N:19].ON1C2C=CC=CC=2N=N1.Cl.CN(C)CCCN=C=NCC, predict the reaction product. The product is: [C:18](/[CH:20]=[CH:21]/[S:22]([C:25]1[CH:26]=[CH:27][C:28]([C:31]([CH3:36])([CH3:35])[C:32]([NH:2][CH2:3][C:4]2[CH:5]=[CH:6][C:7]([S:10](=[O:11])(=[O:12])[NH2:13])=[CH:8][CH:9]=2)=[O:33])=[CH:29][CH:30]=1)(=[O:23])=[O:24])#[N:19]. (4) Given the reactants Cl[S:2]([C:5]1[CH:6]=[C:7]([CH:11]=[CH:12][C:13]=1[F:14])[C:8]([OH:10])=[O:9])(=[O:4])=[O:3].C([O-])(O)=O.[Na+].[F:20][C:21]([F:25])([F:24])[CH2:22][NH2:23].[ClH:26], predict the reaction product. The product is: [Cl:26][C:11]1[CH:12]=[C:13]([F:14])[C:5]([S:2]([NH:23][CH2:22][C:21]([F:25])([F:24])[F:20])(=[O:4])=[O:3])=[CH:6][C:7]=1[C:8]([OH:10])=[O:9]. (5) Given the reactants Cl[C:2]1[N:9]=[C:8]([Cl:10])[CH:7]=[CH:6][C:3]=1[C:4]#[N:5].[F:11][C:12]1[CH:17]=C[C:15](CN)=[CH:14][CH:13]=1.C([N:22]([CH2:25][CH3:26])CC)C, predict the reaction product. The product is: [Cl:10][C:8]1[CH:7]=[CH:6][C:3]([C:4]#[N:5])=[C:2]([NH:22][CH2:25][C:26]2[CH:15]=[CH:14][CH:13]=[C:12]([F:11])[CH:17]=2)[N:9]=1. (6) Given the reactants Br[C:2]1[CH:7]=[C:6]([N+:8]([O-])=O)[CH:5]=[CH:4][C:3]=1[C:11]([CH3:16])([CH2:14][OH:15])[CH2:12][OH:13].C([O-])=O.[NH4+], predict the reaction product. The product is: [NH2:8][C:6]1[CH:5]=[CH:4][C:3]([C:11]([CH3:16])([CH2:14][OH:15])[CH2:12][OH:13])=[CH:2][CH:7]=1. (7) Given the reactants [CH3:1][O:2][C:3]1[CH:4]=[C:5]([CH2:9][OH:10])[CH:6]=[CH:7][CH:8]=1.C(N(CC)CC)C.ClCCl.[C:21](OC(=O)C)(=[O:23])[CH3:22], predict the reaction product. The product is: [CH3:1][O:2][C:3]1[CH:4]=[C:5]([CH:6]=[CH:7][CH:8]=1)[CH2:9][O:10][C:21](=[O:23])[CH3:22]. (8) Given the reactants [N:1]1([C:7]2[CH:8]=[CH:9][C:10]3[N:11]([C:13]([C:16]([F:19])([F:18])[F:17])=[N:14][N:15]=3)[N:12]=2)[CH2:6][CH2:5][NH:4][CH2:3][CH2:2]1.[CH2:20]([S:22]([C:25]1[CH:32]=[CH:31][C:28]([CH:29]=O)=[CH:27][CH:26]=1)(=[O:24])=[O:23])[CH3:21], predict the reaction product. The product is: [CH2:20]([S:22]([C:25]1[CH:32]=[CH:31][C:28]([CH2:29][N:4]2[CH2:3][CH2:2][N:1]([C:7]3[CH:8]=[CH:9][C:10]4[N:11]([C:13]([C:16]([F:17])([F:18])[F:19])=[N:14][N:15]=4)[N:12]=3)[CH2:6][CH2:5]2)=[CH:27][CH:26]=1)(=[O:24])=[O:23])[CH3:21].